From a dataset of Full USPTO retrosynthesis dataset with 1.9M reactions from patents (1976-2016). Predict the reactants needed to synthesize the given product. The reactants are: Br[C:2]1[C:10]2[O:9][C:8]([C:11]3[CH:16]=[CH:15][C:14]([O:17]C)=[CH:13][CH:12]=3)=[N:7][C:6]=2[CH:5]=[C:4]([O:19]C)[CH:3]=1. Given the product [OH:9][C:10]([C:2]1[C:10]2[O:9][C:8]([C:11]3[CH:12]=[CH:13][C:14]([OH:17])=[CH:15][CH:16]=3)=[N:7][C:6]=2[CH:5]=[C:4]([OH:19])[CH:3]=1)([CH3:2])[CH3:6], predict the reactants needed to synthesize it.